This data is from NCI-60 drug combinations with 297,098 pairs across 59 cell lines. The task is: Regression. Given two drug SMILES strings and cell line genomic features, predict the synergy score measuring deviation from expected non-interaction effect. (1) Drug 1: C1CCN(CC1)CCOC2=CC=C(C=C2)C(=O)C3=C(SC4=C3C=CC(=C4)O)C5=CC=C(C=C5)O. Drug 2: CC(C1=C(C=CC(=C1Cl)F)Cl)OC2=C(N=CC(=C2)C3=CN(N=C3)C4CCNCC4)N. Cell line: MCF7. Synergy scores: CSS=6.09, Synergy_ZIP=-6.12, Synergy_Bliss=-0.619, Synergy_Loewe=-0.983, Synergy_HSA=0.865. (2) Drug 1: C1=C(C(=O)NC(=O)N1)F. Drug 2: CCCCCOC(=O)NC1=NC(=O)N(C=C1F)C2C(C(C(O2)C)O)O. Cell line: MDA-MB-435. Synergy scores: CSS=34.2, Synergy_ZIP=10.1, Synergy_Bliss=9.45, Synergy_Loewe=-2.84, Synergy_HSA=7.16. (3) Drug 1: C1CC(=O)NC(=O)C1N2C(=O)C3=CC=CC=C3C2=O. Drug 2: C1CCC(C(C1)N)N.C(=O)(C(=O)[O-])[O-].[Pt+4]. Cell line: CCRF-CEM. Synergy scores: CSS=34.1, Synergy_ZIP=1.000, Synergy_Bliss=-2.14, Synergy_Loewe=-37.6, Synergy_HSA=-3.60. (4) Drug 1: C1=CC(=CC=C1CCC2=CNC3=C2C(=O)NC(=N3)N)C(=O)NC(CCC(=O)O)C(=O)O. Drug 2: CNC(=O)C1=NC=CC(=C1)OC2=CC=C(C=C2)NC(=O)NC3=CC(=C(C=C3)Cl)C(F)(F)F. Cell line: SF-539. Synergy scores: CSS=43.0, Synergy_ZIP=-6.62, Synergy_Bliss=-7.32, Synergy_Loewe=-11.6, Synergy_HSA=-3.69. (5) Drug 1: CC1=C(C=C(C=C1)NC2=NC=CC(=N2)N(C)C3=CC4=NN(C(=C4C=C3)C)C)S(=O)(=O)N.Cl. Drug 2: CCN(CC)CCNC(=O)C1=C(NC(=C1C)C=C2C3=C(C=CC(=C3)F)NC2=O)C. Cell line: HCT-15. Synergy scores: CSS=1.71, Synergy_ZIP=0.892, Synergy_Bliss=1.57, Synergy_Loewe=-2.15, Synergy_HSA=-0.405. (6) Drug 1: C1=CN(C(=O)N=C1N)C2C(C(C(O2)CO)O)O.Cl. Drug 2: CN(CCCl)CCCl.Cl. Cell line: SK-MEL-2. Synergy scores: CSS=28.7, Synergy_ZIP=-1.34, Synergy_Bliss=-2.32, Synergy_Loewe=-10.4, Synergy_HSA=-1.24. (7) Drug 1: CC1=C(C=C(C=C1)NC2=NC=CC(=N2)N(C)C3=CC4=NN(C(=C4C=C3)C)C)S(=O)(=O)N.Cl. Drug 2: C1=C(C(=O)NC(=O)N1)F. Cell line: SNB-19. Synergy scores: CSS=27.0, Synergy_ZIP=2.46, Synergy_Bliss=2.17, Synergy_Loewe=-3.80, Synergy_HSA=1.21.